From a dataset of Reaction yield outcomes from USPTO patents with 853,638 reactions. Predict the reaction yield, written as a fraction of the theoretical maximum amount of product (1.0 means a 100% yield; for example, 0.34 means a 34% yield). (1) The reactants are [F:1][C:2]1[CH:3]=[C:4]([OH:9])[CH:5]=[C:6]([F:8])[CH:7]=1.[O:10]1[CH2:15][CH2:14][CH:13](O)[CH2:12][CH2:11]1.C1(P(C2C=CC=CC=2)C2C=CC=CC=2)C=CC=CC=1.CC(OC(/N=N/C(OC(C)C)=O)=O)C. The catalyst is C1COCC1. The product is [F:1][C:2]1[CH:3]=[C:4]([CH:5]=[C:6]([F:8])[CH:7]=1)[O:9][CH:13]1[CH2:14][CH2:15][O:10][CH2:11][CH2:12]1. The yield is 0.900. (2) The reactants are Br[C:2]1[CH:7]=[C:6](Br)[CH:5]=[C:4](Br)[CH:3]=1.[CH2:10]([OH:15])[CH2:11][CH2:12][C:13]#[CH:14]. The catalyst is C(N(CC)CC)C.Cl[Pd](Cl)([P](C1C=CC=CC=1)(C1C=CC=CC=1)C1C=CC=CC=1)[P](C1C=CC=CC=1)(C1C=CC=CC=1)C1C=CC=CC=1.[Cu]I. The product is [OH:15][CH2:10][CH2:11][CH2:12][C:13]#[C:14][C:2]1[CH:7]=[C:6]([C:14]#[C:13][CH2:12][CH2:11][CH2:10][OH:15])[CH:5]=[C:4]([C:14]#[C:13][CH2:12][CH2:11][CH2:10][OH:15])[CH:3]=1. The yield is 0.740. (3) The reactants are C[O:2][C:3](=[O:18])[CH2:4][CH2:5][CH2:6][CH2:7][CH2:8][NH:9][C:10]([C:12]1[CH:17]=[CH:16][CH:15]=[CH:14][N:13]=1)=[O:11].[OH-].[Na+].[ClH:21]. The catalyst is O1CCOCC1. The product is [ClH:21].[N:13]1[CH:14]=[CH:15][CH:16]=[CH:17][C:12]=1[C:10]([NH:9][CH2:8][CH2:7][CH2:6][CH2:5][CH2:4][C:3]([OH:18])=[O:2])=[O:11]. The yield is 0.840. (4) The reactants are Br[C:2]1[CH:7]=[CH:6][C:5]([F:8])=[CH:4][C:3]=1[CH3:9].C([Li])CCC.[C:15](=[O:17])=[O:16]. The catalyst is C(OCC)C. The product is [F:8][C:5]1[CH:6]=[CH:7][C:2]([C:15]([OH:17])=[O:16])=[C:3]([CH3:9])[CH:4]=1. The yield is 0.610. (5) The reactants are C(N(CC)CC)C.[Cl:8][C:9]1[C:10]([N:15]2[CH:19]([C:20]([O:22][CH2:23][CH3:24])=[O:21])[CH2:18][C:17](=[O:25])[NH:16]2)=[N:11][CH:12]=[CH:13][CH:14]=1.[C:26]1([CH3:36])[CH:31]=[CH:30][C:29]([S:32](Cl)(=[O:34])=[O:33])=[CH:28][CH:27]=1. The catalyst is ClCCl.C1(C)C=CC(S(Cl)(=O)=O)=CC=1.C(N(CC)CC)C. The product is [Cl:8][C:9]1[C:10]([N:15]2[CH:19]([C:20]([O:22][CH2:23][CH3:24])=[O:21])[CH2:18][C:17]([O:25][S:32]([C:29]3[CH:30]=[CH:31][C:26]([CH3:36])=[CH:27][CH:28]=3)(=[O:34])=[O:33])=[N:16]2)=[N:11][CH:12]=[CH:13][CH:14]=1. The yield is 0.870. (6) The reactants are [OH-].[Na+].[Cl:3][C:4]1[N:9]=[C:8]([N:10]2[CH2:15][CH2:14][O:13][CH2:12][C@H:11]2[CH3:16])[CH:7]=[C:6]([CH2:17][S:18]([CH:21]2[CH2:23][CH2:22]2)(=[O:20])=[O:19])[N:5]=1.Br[CH2:25][CH2:26]Br.CCOC(C)=O. The catalyst is [Br-].C([N+](CCCC)(CCCC)CCCC)CCC.C1(C)C=CC=CC=1. The product is [Cl:3][C:4]1[N:9]=[C:8]([N:10]2[CH2:15][CH2:14][O:13][CH2:12][C@H:11]2[CH3:16])[CH:7]=[C:6]([C:17]2([S:18]([CH:21]3[CH2:23][CH2:22]3)(=[O:20])=[O:19])[CH2:26][CH2:25]2)[N:5]=1. The yield is 0.780.